Dataset: Catalyst prediction with 721,799 reactions and 888 catalyst types from USPTO. Task: Predict which catalyst facilitates the given reaction. Reactant: Cl[C:2]1[N:7]=[C:6]([C:8]2[S:12][C:11]([C:13]3[CH:18]=[CH:17][C:16]([OH:19])=[CH:15][CH:14]=3)=[N:10][C:9]=2[C:20]2[CH:21]=[C:22]([NH:26][C:27](=[O:36])[C:28]3[CH:33]=[C:32]([F:34])[CH:31]=[CH:30][C:29]=3[F:35])[CH:23]=[CH:24][CH:25]=2)[CH:5]=[CH:4][N:3]=1.CC(O)C.[Cl:41][C:42]1[CH:43]=[C:44]([NH2:54])[CH:45]=[CH:46][C:47]=1[O:48][CH2:49][CH2:50][N:51]([CH3:53])[CH3:52].Cl. Product: [Cl:41][C:42]1[CH:43]=[C:44]([NH:54][C:2]2[N:7]=[C:6]([C:8]3[S:12][C:11]([C:13]4[CH:14]=[CH:15][C:16]([OH:19])=[CH:17][CH:18]=4)=[N:10][C:9]=3[C:20]3[CH:21]=[C:22]([NH:26][C:27](=[O:36])[C:28]4[CH:33]=[C:32]([F:34])[CH:31]=[CH:30][C:29]=4[F:35])[CH:23]=[CH:24][CH:25]=3)[CH:5]=[CH:4][N:3]=2)[CH:45]=[CH:46][C:47]=1[O:48][CH2:49][CH2:50][N:51]([CH3:52])[CH3:53]. The catalyst class is: 12.